Dataset: NCI-60 drug combinations with 297,098 pairs across 59 cell lines. Task: Regression. Given two drug SMILES strings and cell line genomic features, predict the synergy score measuring deviation from expected non-interaction effect. Cell line: UO-31. Synergy scores: CSS=3.11, Synergy_ZIP=-0.802, Synergy_Bliss=0.721, Synergy_Loewe=0.982, Synergy_HSA=0.773. Drug 2: CC(C)NC(=O)C1=CC=C(C=C1)CNNC.Cl. Drug 1: CC1=C2C(C(=O)C3(C(CC4C(C3C(C(C2(C)C)(CC1OC(=O)C(C(C5=CC=CC=C5)NC(=O)C6=CC=CC=C6)O)O)OC(=O)C7=CC=CC=C7)(CO4)OC(=O)C)O)C)OC(=O)C.